This data is from Peptide-MHC class II binding affinity with 134,281 pairs from IEDB. The task is: Regression. Given a peptide amino acid sequence and an MHC pseudo amino acid sequence, predict their binding affinity value. This is MHC class II binding data. (1) The peptide sequence is NYSLSAAVKAGATLL. The MHC is DRB1_0802 with pseudo-sequence DRB1_0802. The binding affinity (normalized) is 0. (2) The peptide sequence is LHGGHVSCRVKLSAL. The MHC is DRB1_0701 with pseudo-sequence DRB1_0701. The binding affinity (normalized) is 0.631. (3) The peptide sequence is TMAEVRLAAMFFCAVKK. The MHC is DRB1_0701 with pseudo-sequence DRB1_0701. The binding affinity (normalized) is 0.415. (4) The peptide sequence is ADNSLDYAANFSHML. The MHC is HLA-DQA10101-DQB10501 with pseudo-sequence HLA-DQA10101-DQB10501. The binding affinity (normalized) is 0.194.